From a dataset of TCR-epitope binding with 47,182 pairs between 192 epitopes and 23,139 TCRs. Binary Classification. Given a T-cell receptor sequence (or CDR3 region) and an epitope sequence, predict whether binding occurs between them. (1) The epitope is FLPRVFSAV. The TCR CDR3 sequence is CASSQSAFEQFF. Result: 1 (the TCR binds to the epitope). (2) The epitope is QYDPVAALF. The TCR CDR3 sequence is CASSSLAGANQPQHF. Result: 0 (the TCR does not bind to the epitope).